Dataset: Peptide-MHC class II binding affinity with 134,281 pairs from IEDB. Task: Regression. Given a peptide amino acid sequence and an MHC pseudo amino acid sequence, predict their binding affinity value. This is MHC class II binding data. (1) The peptide sequence is PPFSRVVHLYRNGKD. The MHC is DRB1_1101 with pseudo-sequence DRB1_1101. The binding affinity (normalized) is 0.646. (2) The peptide sequence is AYGSFVRTVSLPVGA. The MHC is HLA-DQA10201-DQB10202 with pseudo-sequence HLA-DQA10201-DQB10202. The binding affinity (normalized) is 0.274. (3) The peptide sequence is QNLARTISEAGQAMA. The MHC is DRB1_1201 with pseudo-sequence DRB1_1201. The binding affinity (normalized) is 0.264. (4) The peptide sequence is AVFEAALTKAITAMS. The MHC is HLA-DPA10103-DPB10401 with pseudo-sequence HLA-DPA10103-DPB10401. The binding affinity (normalized) is 0.229. (5) The peptide sequence is IQLKCSDSMPCKDIK. The MHC is DRB1_0901 with pseudo-sequence DRB1_0901. The binding affinity (normalized) is 0.175. (6) The binding affinity (normalized) is 0. The peptide sequence is GPDGRLLRGH. The MHC is DRB1_0401 with pseudo-sequence DRB1_0401.